From a dataset of Forward reaction prediction with 1.9M reactions from USPTO patents (1976-2016). Predict the product of the given reaction. (1) Given the reactants [CH3:1][C:2]1[CH:10]=[C:9]([C:11]2[N:15]=[CH:14][N:13]([C:16]3[CH:21]=[CH:20][C:19]([O:22][C:23]([F:26])([F:25])[F:24])=[CH:18][CH:17]=3)[N:12]=2)[CH:8]=[CH:7][C:3]=1[C:4](O)=[O:5].C(N(CC)CC)C.P([N:50]=[N+:51]=[N-:52])(=O)(OC1C=CC=CC=1)OC1C=CC=CC=1, predict the reaction product. The product is: [CH3:1][C:2]1[CH:10]=[C:9]([C:11]2[N:15]=[CH:14][N:13]([C:16]3[CH:21]=[CH:20][C:19]([O:22][C:23]([F:26])([F:24])[F:25])=[CH:18][CH:17]=3)[N:12]=2)[CH:8]=[CH:7][C:3]=1[C:4]([N:50]=[N+:51]=[N-:52])=[O:5]. (2) Given the reactants C[O:2][C:3](=[O:31])[CH2:4][C:5]1[C:13]2[C:8](=[N:9][CH:10]=[CH:11][CH:12]=2)[N:7]([CH2:14][C:15]2[CH:20]=[CH:19][C:18]([S:21]([CH2:24][CH3:25])(=[O:23])=[O:22])=[CH:17][C:16]=2[C:26]([F:29])([F:28])[F:27])[C:6]=1[CH3:30].[OH-].[Na+], predict the reaction product. The product is: [CH2:24]([S:21]([C:18]1[CH:19]=[CH:20][C:15]([CH2:14][N:7]2[C:8]3=[N:9][CH:10]=[CH:11][CH:12]=[C:13]3[C:5]([CH2:4][C:3]([OH:31])=[O:2])=[C:6]2[CH3:30])=[C:16]([C:26]([F:28])([F:29])[F:27])[CH:17]=1)(=[O:23])=[O:22])[CH3:25]. (3) Given the reactants [Br:1][C:2]1[CH:3]=[C:4]([O:10][CH3:11])[C:5](I)=[C:6]([Cl:8])[CH:7]=1.C([Mg]Cl)(C)C.[B:17](OC)([O:20]C)[O:18]C, predict the reaction product. The product is: [Br:1][C:2]1[CH:3]=[C:4]([O:10][CH3:11])[C:5]([B:17]([OH:20])[OH:18])=[C:6]([Cl:8])[CH:7]=1. (4) Given the reactants Cl[C:2]1[N:3]=[N:4][C:5]([O:8][CH3:9])=[CH:6][CH:7]=1, predict the reaction product. The product is: [CH3:9][O:8][C:5]1[N:4]=[N:3][C:2]([C:2]2[N:3]=[N:4][C:5]([O:8][CH3:9])=[CH:6][CH:7]=2)=[CH:7][CH:6]=1.